This data is from Reaction yield outcomes from USPTO patents with 853,638 reactions. The task is: Predict the reaction yield, written as a fraction of the theoretical maximum amount of product (1.0 means a 100% yield; for example, 0.34 means a 34% yield). (1) The product is [Cl:15][C:16]1[CH:21]=[CH:20][C:19]([CH2:22][C:23]([N:5]2[C@@H:4]([CH:1]([CH3:3])[CH3:2])[CH2:8][O:7][C:6]2=[O:9])=[O:24])=[CH:18][CH:17]=1. The reactants are [CH:1]([C@H:4]1[CH2:8][O:7][C:6](=[O:9])[NH:5]1)([CH3:3])[CH3:2].[Li]CCCC.[Cl:15][C:16]1[CH:21]=[CH:20][C:19]([CH2:22][C:23](Cl)=[O:24])=[CH:18][CH:17]=1. The yield is 0.530. The catalyst is C1COCC1. (2) The reactants are [NH2:1][C:2]1[N:7]([CH2:8][CH2:9][CH2:10][CH2:11][CH3:12])[C:6](=[S:13])[NH:5][C:4](=[O:14])[C:3]=1[N:15]=O.N.O.S(S([O-])=O)([O-])=O.[Na+].[Na+]. The catalyst is C(O)(=O)C. The product is [NH2:15][C:3]1[C:4](=[O:14])[NH:5][C:6](=[S:13])[N:7]([CH2:8][CH2:9][CH2:10][CH2:11][CH3:12])[C:2]=1[NH2:1]. The yield is 0.861. (3) The reactants are [NH2:1][CH:2]1[CH2:7][CH2:6][CH2:5][N:4]([C:8]([O:10][C:11]([CH3:14])([CH3:13])[CH3:12])=[O:9])[CH2:3]1.CN(C)/[CH:17]=[C:18](/[C:24](=[O:33])[C:25]1[CH:30]=[C:29]([I:31])[CH:28]=[CH:27][C:26]=1F)\[C:19]([O:21][CH2:22][CH3:23])=[O:20].C(=O)([O-])[O-].[K+].[K+]. The catalyst is O. The product is [C:11]([O:10][C:8]([N:4]1[CH2:5][CH2:6][CH2:7][CH:2]([N:1]2[C:26]3[C:25](=[CH:30][C:29]([I:31])=[CH:28][CH:27]=3)[C:24](=[O:33])[C:18]([C:19]([O:21][CH2:22][CH3:23])=[O:20])=[CH:17]2)[CH2:3]1)=[O:9])([CH3:14])([CH3:13])[CH3:12]. The yield is 0.820. (4) The reactants are [N+:1]([C:4]1[CH:12]=[CH:11][C:7]([C:8](Cl)=[O:9])=[CH:6][CH:5]=1)([O-:3])=[O:2].[CH3:13][N:14]1[CH2:19][CH2:18][NH:17][CH2:16][CH2:15]1. The catalyst is CC#N. The product is [CH3:13][N:14]1[CH2:19][CH2:18][N:17]([C:8]([C:7]2[CH:11]=[CH:12][C:4]([N+:1]([O-:3])=[O:2])=[CH:5][CH:6]=2)=[O:9])[CH2:16][CH2:15]1. The yield is 0.820. (5) The reactants are [Br:1][C:2]1[CH:7]=[CH:6][C:5]([CH2:8][C:9]([C:11]2[CH:21]=[CH:20][C:14]3[N:15]([CH3:19])[C:16](=[O:18])[O:17][C:13]=3[CH:12]=2)=[O:10])=[C:4]([Cl:22])[CH:3]=1.[H-].[Na+].[CH3:25]I. The catalyst is CN(C=O)C. The product is [Br:1][C:2]1[CH:7]=[CH:6][C:5]([CH:8]([CH3:25])[C:9]([C:11]2[CH:21]=[CH:20][C:14]3[N:15]([CH3:19])[C:16](=[O:18])[O:17][C:13]=3[CH:12]=2)=[O:10])=[C:4]([Cl:22])[CH:3]=1. The yield is 0.690. (6) The reactants are [CH2:1]([CH:3]([CH2:14][CH3:15])[CH2:4][C:5]1([C:11](O)=[O:12])[CH2:10][CH2:9][CH2:8][CH2:7][CH2:6]1)[CH3:2].C(N(CCCC)CCCC)CCC.S(Cl)([Cl:31])=O.C(C(CC)CC1(C(OC(C2(CC(CC)CC)CCCCC2)=O)=O)CCCCC1)C. The catalyst is CCCCCCC. The product is [CH2:1]([CH:3]([CH2:14][CH3:15])[CH2:4][C:5]1([C:11]([Cl:31])=[O:12])[CH2:10][CH2:9][CH2:8][CH2:7][CH2:6]1)[CH3:2]. The yield is 0.925. (7) The reactants are C([N:8]1[C@H:13]([CH2:14][OH:15])[C@H:12]([NH:16][C:17](=[O:19])[CH3:18])[C@@H:11]([O:20]CC2C=CC=CC=2)[C@H:10]([O:28]CC2C=CC=CC=2)[C@H:9]1[CH2:36][O:37]CC1C=CC=CC=1)C1C=CC=CC=1. The catalyst is CO.Cl.[Pd]. The product is [OH:28][C@H:10]1[C@H:11]([OH:20])[C@@H:12]([NH:16][C:17](=[O:19])[CH3:18])[C@@H:13]([CH2:14][OH:15])[NH:8][C@@H:9]1[CH2:36][OH:37]. The yield is 1.00. (8) The catalyst is O.O1CCOCC1.CO. The product is [NH2:30][C@@H:26]([CH2:25][C:22]1[CH:23]=[CH:24][C:19]([N:16]2[CH:2]=[C:1]([C:3]3[CH:8]=[CH:7][C:6]([O:9][C:10]4[CH:15]=[CH:14][CH:13]=[CH:12][CH:11]=4)=[CH:5][CH:4]=3)[N:18]=[N:17]2)=[CH:20][CH:21]=1)[C:27]([OH:29])=[O:28]. The reactants are [C:1]([C:3]1[CH:8]=[CH:7][C:6]([O:9][C:10]2[CH:15]=[CH:14][CH:13]=[CH:12][CH:11]=2)=[CH:5][CH:4]=1)#[CH:2].[N:16]([C:19]1[CH:24]=[CH:23][C:22]([CH2:25][C@H:26]([NH:30]C(OC(C)(C)C)=O)[C:27]([OH:29])=[O:28])=[CH:21][CH:20]=1)=[N+:17]=[N-:18].Cl. The yield is 0.290.